From a dataset of Forward reaction prediction with 1.9M reactions from USPTO patents (1976-2016). Predict the product of the given reaction. (1) Given the reactants Cl[C:2]1[CH:25]=[CH:24][C:5]([O:6][C:7]2[CH:16]=[CH:15][CH:14]=[C:13]3[C:8]=2[CH:9]=[C:10]([C:21]([OH:23])=[O:22])[C@@H:11]([C:17]([F:20])([F:19])[F:18])[O:12]3)=[C:4](C)[CH:3]=1.CC#N.O.[OH-].[Na+:32], predict the reaction product. The product is: [O:6]([C:7]1[CH:16]=[CH:15][CH:14]=[C:13]2[C:8]=1[CH:9]=[C:10]([C:21]([O-:23])=[O:22])[C@@H:11]([C:17]([F:20])([F:18])[F:19])[O:12]2)[C:5]1[CH:24]=[CH:25][CH:2]=[CH:3][CH:4]=1.[Na+:32]. (2) Given the reactants [CH:1]1([CH2:8][NH:9][C:10](=[O:27])[C:11]2[CH:16]=[C:15](B3OC(C)(C)C(C)(C)O3)[CH:14]=[CH:13][C:12]=2[CH3:26])[CH2:7][CH2:6][CH2:5][CH2:4][CH2:3][CH2:2]1.[Cl:28][C:29]1[C:30]([C:36]([O:38]C)=[O:37])=[N:31][C:32](Cl)=[CH:33][CH:34]=1, predict the reaction product. The product is: [Cl:28][C:29]1[C:30]([C:36]([OH:38])=[O:37])=[N:31][C:32]([C:15]2[CH:14]=[CH:13][C:12]([CH3:26])=[C:11]([C:10]([NH:9][CH2:8][CH:1]3[CH2:2][CH2:3][CH2:4][CH2:5][CH2:6][CH2:7]3)=[O:27])[CH:16]=2)=[CH:33][CH:34]=1.